Dataset: Full USPTO retrosynthesis dataset with 1.9M reactions from patents (1976-2016). Task: Predict the reactants needed to synthesize the given product. (1) Given the product [F:31][C:7]([F:6])=[CH:8][CH2:9][S:10]([CH:11]([C:22]1[C:27]([F:28])=[CH:26][CH:25]=[C:24]([F:29])[C:23]=1[F:30])[C:12]1[C:13]([CH3:21])=[CH:14][C:15]([C:18]([NH2:20])=[O:19])=[N:16][CH:17]=1)(=[O:4])=[O:32], predict the reactants needed to synthesize it. The reactants are: OO.C(O)=[O:4].[F:6][C:7]([F:31])=[CH:8][CH2:9][S:10][CH:11]([C:22]1[C:27]([F:28])=[CH:26][CH:25]=[C:24]([F:29])[C:23]=1[F:30])[C:12]1[C:13]([CH3:21])=[CH:14][C:15]([C:18]([NH2:20])=[O:19])=[N:16][CH:17]=1.[OH2:32]. (2) Given the product [NH2:15][C:14]1[C:6]2[C:7]3[CH:13]=[CH:12][CH:11]=[CH:10][C:8]=3[S:9][C:5]=2[NH:4][C:3]2[CH:16]=[C:17]([F:20])[CH:18]=[CH:19][C:2]=2[N:1]=1, predict the reactants needed to synthesize it. The reactants are: [NH2:1][C:2]1[CH:19]=[CH:18][C:17]([F:20])=[CH:16][C:3]=1[NH:4][C:5]1[S:9][C:8]2[CH:10]=[CH:11][CH:12]=[CH:13][C:7]=2[C:6]=1[C:14]#[N:15].Cl. (3) Given the product [O:36]1[CH:37]=[CH:38][CH:39]=[C:35]1[C:32]1[S:31][C:30]([NH:29][C:26]([C:24]2[CH:23]=[CH:22][C:21]3[N:17]([CH2:16][CH2:15][O:14][CH2:13][O:12][CH2:11][CH2:10][CH2:9][NH2:8])[CH:18]=[N:19][C:20]=3[CH:25]=2)=[O:28])=[N:34][N:33]=1, predict the reactants needed to synthesize it. The reactants are: C(OC([NH:8][CH2:9][CH2:10][CH2:11][O:12][CH2:13][O:14][CH2:15][CH2:16][N:17]1[C:21]2[CH:22]=[CH:23][C:24]([C:26]([OH:28])=O)=[CH:25][C:20]=2[N:19]=[CH:18]1)=O)(C)(C)C.[NH2:29][C:30]1[S:31][C:32]([C:35]2[O:36][CH:37]=[CH:38][CH:39]=2)=[N:33][N:34]=1. (4) The reactants are: O.[Cl:2][C:3]1[CH:12]=[C:11]2[C:6]([CH:7]=[CH:8][C:9](/[CH:13]=[CH:14]/[C:15]3[CH:16]=[C:17]([C@@H:21]([OH:34])[CH2:22][CH2:23][C:24]4[CH:33]=[CH:32][CH:31]=[CH:30][C:25]=4C(OC)=O)[CH:18]=[CH:19][CH:20]=3)=[N:10]2)=[CH:5][CH:4]=1.[O:35]1[CH2:39][CH2:38]OC1.[CH3:40][Mg]Cl.C(O)(=O)C. Given the product [Cl:2][C:3]1[CH:12]=[C:11]2[C:6]([CH:7]=[CH:8][C:9](/[CH:13]=[CH:14]/[C:15]3[CH:16]=[C:17]([C@@H:21]([OH:34])[CH2:22][CH2:23][C:24]4[CH:25]=[CH:30][CH:31]=[CH:32][C:33]=4[C:39]([OH:35])([CH3:38])[CH3:40])[CH:18]=[CH:19][CH:20]=3)=[N:10]2)=[CH:5][CH:4]=1, predict the reactants needed to synthesize it. (5) Given the product [CH3:30][NH:31][C:5]1[O:6][C:7]([C:10]2[CH:11]=[CH:12][C:13]3[O:17][CH:16]=[C:15]([C:18]4[CH:23]=[CH:22][C:21]([O:24][C:25]([F:28])([F:27])[F:26])=[CH:20][CH:19]=4)[C:14]=3[CH:29]=2)=[N:8][N:9]=1, predict the reactants needed to synthesize it. The reactants are: CS([C:5]1[O:6][C:7]([C:10]2[CH:11]=[CH:12][C:13]3[O:17][CH:16]=[C:15]([C:18]4[CH:23]=[CH:22][C:21]([O:24][C:25]([F:28])([F:27])[F:26])=[CH:20][CH:19]=4)[C:14]=3[CH:29]=2)=[N:8][N:9]=1)(=O)=O.[CH3:30][NH2:31].O1CCCC1.